Dataset: Forward reaction prediction with 1.9M reactions from USPTO patents (1976-2016). Task: Predict the product of the given reaction. Given the reactants [NH2:1][C:2](C)([CH2:5][CH:6]1[CH2:8][CH2:7]1)[C:3]#[N:4].C(N(C(C)C)CC)(C)C.[C:19](O[C:19]([O:21][C:22]([CH3:25])([CH3:24])[CH3:23])=[O:20])([O:21][C:22]([CH3:25])([CH3:24])[CH3:23])=[O:20], predict the reaction product. The product is: [C:22]([O:21][C:19](=[O:20])[NH:1][CH:2]([C:3]#[N:4])[CH2:5][CH:6]1[CH2:7][CH2:8]1)([CH3:25])([CH3:24])[CH3:23].